Dataset: Reaction yield outcomes from USPTO patents with 853,638 reactions. Task: Predict the reaction yield, written as a fraction of the theoretical maximum amount of product (1.0 means a 100% yield; for example, 0.34 means a 34% yield). (1) The reactants are [CH2:1]([C:8]12[C:17](=[O:18])[CH2:16][CH2:15][CH2:14][C:13]1=[C:12]([CH3:19])[C:11](=[O:20])[CH2:10][CH2:9]2)[C:2]1[CH:7]=[CH:6][CH:5]=[CH:4][CH:3]=1.[BH4-].[Na+]. The catalyst is C(O)C.C(O)(=O)C. The product is [CH2:1]([C:8]12[CH:17]([OH:18])[CH2:16][CH2:15][CH2:14][C:13]1=[C:12]([CH3:19])[C:11](=[O:20])[CH2:10][CH2:9]2)[C:2]1[CH:3]=[CH:4][CH:5]=[CH:6][CH:7]=1. The yield is 1.00. (2) The reactants are F[C:2]1[C:3]([C:8]([O:10][CH2:11][CH3:12])=[O:9])=[N:4][CH:5]=[CH:6][CH:7]=1.Cl.[CH2:14]([NH2:16])[CH3:15]. No catalyst specified. The product is [CH2:14]([NH:16][C:2]1[C:3]([C:8]([O:10][CH2:11][CH3:12])=[O:9])=[N:4][CH:5]=[CH:6][CH:7]=1)[CH3:15]. The yield is 0.920. (3) The product is [SH:4][CH2:5][CH2:6][C:7]1[CH:17]=[CH:16][C:10]([C:11]([O:13][CH2:14][CH3:15])=[O:12])=[CH:9][CH:8]=1. The reactants are C([S:4][CH2:5][CH2:6][C:7]1[CH:17]=[CH:16][C:10]([C:11]([O:13][CH2:14][CH3:15])=[O:12])=[CH:9][CH:8]=1)(=O)C.C(=O)([O-])[O-].[K+].[K+]. The yield is 0.320. The catalyst is C(O)C. (4) The reactants are [NH2:1][C:2]1[S:6][C:5]([C:7]2[CH:12]=[CH:11][CH:10]=[CH:9][CH:8]=2)=[N:4][C:3]=1[C:13]([O:15]CC)=[O:14].C(OC(C)C)(C)C. No catalyst specified. The product is [NH2:1][C:2]1[S:6][C:5]([C:7]2[CH:12]=[CH:11][CH:10]=[CH:9][CH:8]=2)=[N:4][C:3]=1[C:13]([OH:15])=[O:14]. The yield is 0.790. (5) The reactants are [N:1]1([C:6]([C:8]2[CH:16]=[CH:15][C:11]([C:12]([OH:14])=O)=[CH:10][C:9]=2[C:17]([F:20])([F:19])[F:18])=[O:7])[CH2:5][CH:4]=[CH:3][CH2:2]1.CN(C(ON1N=NC2C=CC=CC1=2)=[N+](C)C)C.[B-](F)(F)(F)F.C(N(C(C)C)CC)(C)C.[Cl:52][C:53]1[CH:65]=[CH:64][C:56]2[NH:57][C:58]([C@@H:60]([NH2:63])[CH2:61][OH:62])=[N:59][C:55]=2[CH:54]=1.ClCl. The catalyst is O1CCCC1.ClCCl.C(O)C. The product is [Cl:52][C:53]1[CH:65]=[CH:64][C:56]2[NH:57][C:58]([C@@H:60]([NH:63][C:12](=[O:14])[C:11]3[CH:15]=[CH:16][C:8]([C:6]([N:1]4[CH2:2][CH:3]=[CH:4][CH2:5]4)=[O:7])=[C:9]([C:17]([F:20])([F:19])[F:18])[CH:10]=3)[CH2:61][OH:62])=[N:59][C:55]=2[CH:54]=1. The yield is 0.200. (6) The reactants are C([O:5][C:6](=[O:40])[CH2:7][N:8]1[C:16](=[O:17])[C:15]2[N:14]([CH2:18][C:19]3[CH:24]=[CH:23][C:22]([Cl:25])=[CH:21][CH:20]=3)[C:13]([O:26][C:27]3[CH:32]=[CH:31][CH:30]=[C:29]([O:33][C:34]([F:37])([F:36])[F:35])[CH:28]=3)=[N:12][C:11]=2[N:10]([CH3:38])[C:9]1=[O:39])(C)(C)C.C(O)(C(F)(F)F)=O. The catalyst is C(Cl)Cl. The product is [Cl:25][C:22]1[CH:21]=[CH:20][C:19]([CH2:18][N:14]2[C:15]3[C:16](=[O:17])[N:8]([CH2:7][C:6]([OH:40])=[O:5])[C:9](=[O:39])[N:10]([CH3:38])[C:11]=3[N:12]=[C:13]2[O:26][C:27]2[CH:32]=[CH:31][CH:30]=[C:29]([O:33][C:34]([F:37])([F:35])[F:36])[CH:28]=2)=[CH:24][CH:23]=1. The yield is 1.00. (7) The reactants are [F:1][C:2]1[CH:7]=[CH:6][CH:5]=[C:4]([F:8])[C:3]=1[N:9]1[C:14]2[N:15]=[C:16](S(C)=O)[N:17]=[C:18]([C:19]3[CH:20]=[C:21]([CH:28]=[CH:29][C:30]=3[CH3:31])[C:22]([NH:24][CH2:25][CH2:26][CH3:27])=[O:23])[C:13]=2[CH2:12][NH:11][C:10]1=[O:35].[N:36]1([CH:42]2[CH2:47][CH2:46][NH:45][CH2:44][CH2:43]2)[CH2:41][CH2:40][CH2:39][CH2:38][CH2:37]1. The catalyst is C(Cl)Cl. The product is [N:36]1([CH:42]2[CH2:47][CH2:46][N:45]([C:16]3[N:17]=[C:18]([C:19]4[CH:20]=[C:21]([CH:28]=[CH:29][C:30]=4[CH3:31])[C:22]([NH:24][CH2:25][CH2:26][CH3:27])=[O:23])[C:13]4[CH2:12][NH:11][C:10](=[O:35])[N:9]([C:3]5[C:2]([F:1])=[CH:7][CH:6]=[CH:5][C:4]=5[F:8])[C:14]=4[N:15]=3)[CH2:44][CH2:43]2)[CH2:41][CH2:40][CH2:39][CH2:38][CH2:37]1. The yield is 0.630. (8) The reactants are C([O-])([O-])=O.[K+].[K+].[CH3:7][NH:8][CH3:9].Cl[C:11]1[C:20]2[C:15](=[CH:16][C:17]([C:21]([F:24])([F:23])[F:22])=[CH:18][CH:19]=2)[N:14]=[C:13]([S:25][CH2:26][CH3:27])[C:12]=1[C:28]([NH:30][CH2:31][C:32]1[CH:37]=[CH:36][CH:35]=[C:34]([F:38])[CH:33]=1)=[O:29].CCCCCC. The catalyst is CN(C=O)C.O. The product is [CH3:7][N:8]([CH3:9])[C:11]1[C:20]2[C:15](=[CH:16][C:17]([C:21]([F:24])([F:23])[F:22])=[CH:18][CH:19]=2)[N:14]=[C:13]([S:25][CH2:26][CH3:27])[C:12]=1[C:28]([NH:30][CH2:31][C:32]1[CH:37]=[CH:36][CH:35]=[C:34]([F:38])[CH:33]=1)=[O:29]. The yield is 0.600. (9) The reactants are [O:1]1[C:5]2([CH2:10][CH2:9][CH:8]([OH:11])[CH2:7][CH2:6]2)[O:4][CH2:3][CH2:2]1.[C:12]1(O)[CH:17]=[CH:16][CH:15]=[CH:14][CH:13]=1.C1(P(C2C=CC=CC=2)C2C=CC=CC=2)C=CC=CC=1.N(C(OC(C)C)=O)=NC(OC(C)C)=O. The catalyst is C(Cl)Cl. The product is [O:11]([CH:8]1[CH2:9][CH2:10][C:5]2([O:4][CH2:3][CH2:2][O:1]2)[CH2:6][CH2:7]1)[C:12]1[CH:17]=[CH:16][CH:15]=[CH:14][CH:13]=1. The yield is 0.320.